From a dataset of Peptide-MHC class II binding affinity with 134,281 pairs from IEDB. Regression. Given a peptide amino acid sequence and an MHC pseudo amino acid sequence, predict their binding affinity value. This is MHC class II binding data. (1) The MHC is DRB3_0101 with pseudo-sequence DRB3_0101. The binding affinity (normalized) is 0. The peptide sequence is LHQQQKQQQQPSSQVSFQQP. (2) The binding affinity (normalized) is 0.407. The peptide sequence is SGCWYGMEIRPQRHDEK. The MHC is DRB1_1101 with pseudo-sequence DRB1_1101. (3) The peptide sequence is KFPELGMNPSHCNEM. The MHC is HLA-DPA10201-DPB11401 with pseudo-sequence HLA-DPA10201-DPB11401. The binding affinity (normalized) is 0.124. (4) The peptide sequence is EKKYFAAAQFEPLAA. The MHC is HLA-DPA10201-DPB10501 with pseudo-sequence HLA-DPA10201-DPB10501. The binding affinity (normalized) is 0.779. (5) The peptide sequence is RVKLSALTLKGTSYK. The MHC is DRB4_0103 with pseudo-sequence DRB4_0103. The binding affinity (normalized) is 0.437. (6) The peptide sequence is YLCLRCHQGMLRNSD. The MHC is DRB1_0101 with pseudo-sequence DRB1_0101. The binding affinity (normalized) is 0.366.